Dataset: Catalyst prediction with 721,799 reactions and 888 catalyst types from USPTO. Task: Predict which catalyst facilitates the given reaction. (1) Reactant: Cl[C:2]1[CH:14]=[CH:13][C:5]([C:6]([NH:8][CH2:9][CH:10]2[CH2:12][CH2:11]2)=[O:7])=[CH:4][N:3]=1.[CH:15]1([NH:18][C:19](=[O:36])[C:20]2[CH:25]=[CH:24][C:23]([CH3:26])=[C:22](B3OC(C)(C)C(C)(C)O3)[CH:21]=2)[CH2:17][CH2:16]1.C(=O)([O-])[O-].[Na+].[Na+]. Product: [CH:15]1([NH:18][C:19]([C:20]2[CH:25]=[CH:24][C:23]([CH3:26])=[C:22]([C:2]3[CH:14]=[CH:13][C:5]([C:6]([NH:8][CH2:9][CH:10]4[CH2:12][CH2:11]4)=[O:7])=[CH:4][N:3]=3)[CH:21]=2)=[O:36])[CH2:16][CH2:17]1. The catalyst class is: 3. (2) Reactant: [H-].[Na+].[C:3]1([CH2:9][CH2:10][OH:11])[CH:8]=[CH:7][CH:6]=[CH:5][CH:4]=1.Cl[CH2:13][C:14]([O-:16])=[O:15].[Na+]. Product: [CH2:10]([O:11][CH2:13][C:14]([OH:16])=[O:15])[CH2:9][C:3]1[CH:8]=[CH:7][CH:6]=[CH:5][CH:4]=1. The catalyst class is: 9.